This data is from Reaction yield outcomes from USPTO patents with 853,638 reactions. The task is: Predict the reaction yield, written as a fraction of the theoretical maximum amount of product (1.0 means a 100% yield; for example, 0.34 means a 34% yield). (1) The reactants are [Br:1]N1C(=O)CCC1=O.[Cl:9][C:10]1[C:11]2[N:12]([C:16]([CH:19]3[CH2:39][N:23]4[C:24](=[O:38])[CH2:25][N:26]([C:28]([O:30][CH2:31][C:32]5[CH:37]=[CH:36][CH:35]=[CH:34][CH:33]=5)=[O:29])[CH2:27][CH:22]4[CH2:21][CH2:20]3)=[N:17][CH:18]=2)[CH:13]=[CH:14][N:15]=1. The catalyst is CN(C=O)C. The product is [Br:1][C:18]1[N:17]=[C:16]([C@H:19]2[CH2:39][N:23]3[C:24](=[O:38])[CH2:25][N:26]([C:28]([O:30][CH2:31][C:32]4[CH:37]=[CH:36][CH:35]=[CH:34][CH:33]=4)=[O:29])[CH2:27][C@H:22]3[CH2:21][CH2:20]2)[N:12]2[CH:13]=[CH:14][N:15]=[C:10]([Cl:9])[C:11]=12. The yield is 0.882. (2) The reactants are [CH2:1]([C:3]1[C:8]([OH:9])=[CH:7][C:6]([OH:10])=[C:5]([C:11](=[O:29])[C:12]2[CH:17]=[CH:16][C:15]([O:18][CH2:19][CH2:20][N:21]3[CH2:26][CH2:25][O:24][CH2:23][CH2:22]3)=[C:14]([O:27][CH3:28])[CH:13]=2)[C:4]=1[CH2:30][C:31]([N:33]([CH2:38][CH2:39][O:40][CH3:41])[CH2:34][CH2:35][O:36][CH3:37])=[O:32])[CH3:2].[ClH:42]. The catalyst is CO. The product is [ClH:42].[CH2:1]([C:3]1[C:8]([OH:9])=[CH:7][C:6]([OH:10])=[C:5]([C:11](=[O:29])[C:12]2[CH:17]=[CH:16][C:15]([O:18][CH2:19][CH2:20][N:21]3[CH2:26][CH2:25][O:24][CH2:23][CH2:22]3)=[C:14]([O:27][CH3:28])[CH:13]=2)[C:4]=1[CH2:30][C:31]([N:33]([CH2:34][CH2:35][O:36][CH3:37])[CH2:38][CH2:39][O:40][CH3:41])=[O:32])[CH3:2]. The yield is 0.890.